This data is from Catalyst prediction with 721,799 reactions and 888 catalyst types from USPTO. The task is: Predict which catalyst facilitates the given reaction. (1) Product: [Cl:5][C:6]1[CH:7]=[CH:8][C:9]2[N:10]([CH:12]=[C:13]([NH:15][C:28]([C@H:24]3[CH2:25][CH2:26][CH2:27][N:23]3[C:21]([O:20][C:16]([CH3:19])([CH3:18])[CH3:17])=[O:22])=[O:29])[N:14]=2)[N:11]=1. Reactant: C(Cl)CCl.[Cl:5][C:6]1[CH:7]=[CH:8][C:9]2[N:10]([CH:12]=[C:13]([NH2:15])[N:14]=2)[N:11]=1.[C:16]([O:20][C:21]([N:23]1[CH2:27][CH2:26][CH2:25][C@@H:24]1[C:28](O)=[O:29])=[O:22])([CH3:19])([CH3:18])[CH3:17].O. The catalyst class is: 79. (2) Reactant: [CH:1]1([N:7]2[CH:16](O)[CH2:15][C:14]3[C:9](=[CH:10][CH:11]=[CH:12][CH:13]=3)[C:8]2=[O:18])[CH2:6][CH2:5][CH2:4][CH2:3][CH2:2]1.C(O)C.Cl. Product: [CH:1]1([N:7]2[CH:16]=[CH:15][C:14]3[C:9](=[CH:10][CH:11]=[CH:12][CH:13]=3)[C:8]2=[O:18])[CH2:2][CH2:3][CH2:4][CH2:5][CH2:6]1. The catalyst class is: 6.